From a dataset of Forward reaction prediction with 1.9M reactions from USPTO patents (1976-2016). Predict the product of the given reaction. Given the reactants [CH3:1][O:2][C:3]1[CH:4]=[C:5](B(O)O)[CH:6]=[CH:7][C:8]=1[O:9][CH3:10].[NH2:14][C:15]1[N:20]=[C:19](Cl)[CH:18]=[C:17]([Cl:22])[N:16]=1.C1(P(C2C=CC=CC=2)C2C=CC=CC=2)C=CC=CC=1.C([O-])([O-])=O.[Na+].[Na+], predict the reaction product. The product is: [Cl:22][C:17]1[CH:18]=[C:19]([C:5]2[CH:6]=[CH:7][C:8]([O:9][CH3:10])=[C:3]([O:2][CH3:1])[CH:4]=2)[N:20]=[C:15]([NH2:14])[N:16]=1.